From a dataset of Catalyst prediction with 721,799 reactions and 888 catalyst types from USPTO. Predict which catalyst facilitates the given reaction. The catalyst class is: 1. Product: [F:1][C:2]1[CH:3]=[C:4]([C@:8]([C@@H:16]2[CH2:21][CH2:20][CH2:19][N:18]([C:22]([NH:24][CH2:25][CH:26]([NH:35][CH3:36])[CH2:27][C:28]3([OH:34])[CH2:33][CH2:32][CH2:31][CH2:30][CH2:29]3)=[O:23])[CH2:17]2)([OH:15])[CH2:9][CH2:10][CH2:11][CH2:12][O:13][CH3:14])[CH:5]=[CH:6][CH:7]=1. Reactant: [F:1][C:2]1[CH:3]=[C:4]([C@:8]([C@@H:16]2[CH2:21][CH2:20][CH2:19][N:18]([C:22]([NH:24][CH2:25][CH:26]([N:35](C)[C:36](OCC[Si](C)(C)C)=O)[CH2:27][C:28]3([OH:34])[CH2:33][CH2:32][CH2:31][CH2:30][CH2:29]3)=[O:23])[CH2:17]2)([OH:15])[CH2:9][CH2:10][CH2:11][CH2:12][O:13][CH3:14])[CH:5]=[CH:6][CH:7]=1.[N+](CC)(CC)(CC)CC.[F-].